From a dataset of Experimentally validated miRNA-target interactions with 360,000+ pairs, plus equal number of negative samples. Binary Classification. Given a miRNA mature sequence and a target amino acid sequence, predict their likelihood of interaction. (1) The miRNA is mmu-miR-466n-5p with sequence GUGUGUGCGUACAUGUACAUGU. The protein sequence of the target gene is MDSDMDYERPNVETIKCVVVGDNAVGKTRLICARACNTTLTQYQLLATHVPTVWAIDQYRVCQEVLERSRDVVDEVSISLRLWDTFGDHHKDRRFAYGRSDVVVLCFSIANPNSLNHVKTMWYQEIKHFCPRTPVVLVGCQLDLRYADLEAVNRARRPLARPIKRGDILPPEKGREVAKELGIPYYETSVFDQFGIKDVFDNAIRAALISRRHLQFWKSHLKKVQKPLLQAPFLPPKAPPPVIKVPECPSAGTSDAACLLDNPLCADVLFVLHDEEHIFAHRIYLATSSSKFYDLFLMEC.... Result: 1 (interaction). (2) The miRNA is hsa-miR-4252 with sequence GGCCACUGAGUCAGCACCA. The protein sequence of the target gene is MATTAAPAGGARNGAGPEWGGFEENIQGGGSAVIDMENMDDTSGSSFEDMGELHQRLREEEVDADAADAAAAEEEDGEFLGMKGFKGQLSRQVADQMWQAGKRQASRAFSLYANIDILRPYFDVEPAQVRSRLLESMIPIKMVNFPQKIAGELYGPLMLVFTLVAILLHGMKTSDTIIREGTLMGTAIGTCFGYWLGVSSFIYFLAYLCNAQITMLQMLALLGYGLFGHCIVLFITYNIHLHALFYLFWLLVGGLSTLRMVAVLVSRTVGPTQRLLLCGTLAALHMLFLLYLHFAYHKVV.... Result: 0 (no interaction). (3) The miRNA is mmu-miR-3086-5p with sequence UAGAUUGUAGGCCCAUUGGA. The protein sequence of the target gene is MGCTVSAEDKAAAERSKMIDKNLREDGEKAAREVKLLLLGAGESGKSTIVKQMKIIHEDGYSEEECRQYRAVVYSNTIQSIMAIVKAMGNLQIDFADPQRADDARQLFALSCAAEEQGMLPEDLSGVIRRLWADHGVQACFGRSREYQLNDSAAYYLNDLERIAQSDYIPTQQDVLRTRVKTTGIVETHFTFKDLHFKMFDVGGQRSERKKWIHCFEGVTAIIFCVALSAYDLVLAEDEEMNRMHESMKLFDSICNNKWFTDTSIILFLNKKDLFEEKITQSPLTICFPEYTGANKYDEA.... Result: 0 (no interaction). (4) The miRNA is hsa-miR-663b with sequence GGUGGCCCGGCCGUGCCUGAGG. The protein sequence of the target gene is MSGRSRGRKSSRAKGRGKGRARARVRAAAEDAWHDEKPPQSPRLGEDSAAAQVQAGAAQGGAEPAELREEAACRLPLDCGLALRARAADERGLAAPDPDLERARSLAERLTSDTSFVGTVGALAKLRRGSRIGNRRVPGRKAPDTRSATGRGPQATVSGKPKMASAGLCAAAPVGEEKKMTEKHAGAGSPATVGSMDTLETVQLKLETMNAQADRAYLRLSRKFGQLRLHHLERRNLLIQSIPGFWGQAFQNHPQLSAFLNTKDKEVLSYLNRLEVEELGLARLGYKIKFYFGRNPYFQN.... Result: 0 (no interaction). (5) The miRNA is dme-miR-314-3p with sequence UAUUCGAGCCAAUAAGUUCGG. The protein sequence of the target gene is MATPLVAGPAALRFAAAASWQVVRGRCVEHFPRVLEFLRSLRAVAPGLVRYRHHERLCMGLKAKVVVELILQGRPWAQVLKALNHHFPESGPIVRDPKATKQDLRKILEAQETFYQQVKQLSEAPVDLASKLQELEQEYGEPFLAAMEKLLFEYLCQLEKALPTPQAQQLQDVLSWMQPGVSITSSLAWRQYGVDMGWLLPECSVTDSVNLAEPMEQNPPQQQRLALHNPLPKAKPGTHLPQGPSSRTHPEPLAGRHFNLAPLGRRRVQSQWASTRGGHKERPTVMLFPFRNLGSPTQVI.... Result: 0 (no interaction). (6) The miRNA is gga-miR-146b-3p with sequence CCCUAUGGAUUCAGUUCUGC. The protein sequence of the target gene is MDSVEKGAATSVSNPRGRPSRGRPPKLQRNSRGGQGRGVEKPPHLAALILARGGSKGIPLKNIKHLAGVPLIGWVLRAALDSGAFQSVWVSTDHDEIENVAKQFGAQVHRRSSEVSKDSSTSLDAIIEFLNYHNEVDIVGNIQATSPCLHPTDLQKVAEMIREEGYDSVFSVVRRHQFRWSEIQKGVREVTEPLNLNPAKRPRRQDWDGELYENGSFYFAKRHLIEMGYLQGGKMAYYEMRAEHSVDIDVDIDWPIAEQRVLRYGYFGKEKLKEIKLLVCNIDGCLTNGHIYVSGDQKEI.... Result: 0 (no interaction).